From a dataset of Forward reaction prediction with 1.9M reactions from USPTO patents (1976-2016). Predict the product of the given reaction. (1) Given the reactants O.NN.[NH2:4][C:5]1[N:10]2[N:11]=[C:12]([CH3:23])[C:13]([C:14]3[C:19]([CH3:20])=[CH:18][C:17]([CH3:21])=[CH:16][C:15]=3[CH3:22])=[C:9]2[N:8]=[C:7]([CH3:24])[C:6]=1C(OCC)=O.Cl.N([O-])=O.[Na+].[H-].[Na+].[CH3:37]I.[CH3:39][N:40](C)[CH:41]=[O:42], predict the reaction product. The product is: [C:15]1([CH3:22])[CH:16]=[C:17]([CH3:21])[CH:18]=[C:19]([CH3:20])[C:14]=1[C:13]1[C:12]([CH3:23])=[N:11][N:10]2[C:5]3[N:4]([CH3:37])[C:41](=[O:42])[N:40]([CH3:39])[C:6]=3[C:7]([CH3:24])=[N:8][C:9]=12. (2) Given the reactants [CH3:1][O:2][C:3]([C:5]1[CH:6]=[CH:7][C:8]2[C:13](=[N:14]O)[CH2:12][S:11](=[O:17])(=[O:16])[N:10]([CH3:18])[C:9]=2[CH:19]=1)=[O:4], predict the reaction product. The product is: [CH3:1][O:2][C:3]([C:5]1[CH:6]=[CH:7][C:8]2[CH:13]([NH2:14])[CH2:12][S:11](=[O:17])(=[O:16])[N:10]([CH3:18])[C:9]=2[CH:19]=1)=[O:4]. (3) Given the reactants [CH:1]1([N:6]2[C:10]3[CH:11]=[CH:12][C:13]([NH2:15])=[CH:14][C:9]=3[N:8]=[CH:7]2)[CH2:5][CH2:4][CH2:3][CH2:2]1.[Br:16]Br.N.CO.C(Cl)Cl, predict the reaction product. The product is: [CH:1]1([N:6]2[C:10]3[CH:11]=[CH:12][C:13]([NH2:15])=[C:14]([Br:16])[C:9]=3[N:8]=[CH:7]2)[CH2:2][CH2:3][CH2:4][CH2:5]1. (4) Given the reactants [OH:1][CH:2]([C:24]1[CH:29]=[CH:28][CH:27]=[CH:26][CH:25]=1)[CH2:3][CH2:4][CH2:5][N:6]1[CH2:11][CH2:10][CH:9]([C:12]2[CH:13]=[C:14]([NH:18][C:19](=[O:23])[CH:20]([CH3:22])[CH3:21])[CH:15]=[CH:16][CH:17]=2)[CH2:8][CH2:7]1.[Cl:30][C:31]1[CH:36]=[CH:35][CH:34]=[C:33]([Cl:37])[C:32]=1[C:38]1[C:42]([C:43](Cl)=[O:44])=[C:41]([CH3:46])[O:40][N:39]=1, predict the reaction product. The product is: [Cl:30][C:31]1[CH:36]=[CH:35][CH:34]=[C:33]([Cl:37])[C:32]=1[C:38]1[C:42]([C:43]([O:1][CH:2]([C:24]2[CH:29]=[CH:28][CH:27]=[CH:26][CH:25]=2)[CH2:3][CH2:4][CH2:5][N:6]2[CH2:7][CH2:8][CH:9]([C:12]3[CH:17]=[CH:16][CH:15]=[C:14]([NH:18][C:19](=[O:23])[CH:20]([CH3:22])[CH3:21])[CH:13]=3)[CH2:10][CH2:11]2)=[O:44])=[C:41]([CH3:46])[O:40][N:39]=1. (5) The product is: [CH2:27]([O:29][C:30](=[O:52])[CH2:31][N:32]1[C:40]2[C:35](=[C:36]([Br:41])[CH:37]=[CH:38][CH:39]=2)[C:34]([C:42]2[CH:47]=[C:46]([F:48])[C:45]([F:49])=[CH:44][C:43]=2[OH:50])([CH2:5][OH:16])[C:33]1=[O:51])[CH3:28]. Given the reactants BrC1C=CC=C2C=1C(C1C(O)=CC3OCOC=3C=1)[C:5](=[O:16])N2CCCCC.[CH2:27]([O:29][C:30](=[O:52])[CH2:31][N:32]1[C:40]2[C:35](=[C:36]([Br:41])[CH:37]=[CH:38][CH:39]=2)[CH:34]([C:42]2[CH:47]=[C:46]([F:48])[C:45]([F:49])=[CH:44][C:43]=2[OH:50])[C:33]1=[O:51])[CH3:28], predict the reaction product. (6) Given the reactants [F:1][C:2]1[CH:3]=[CH:4][C:5]([C:8]2[C:12]([CH2:13][NH:14][C:15]3[CH:19]=[C:18]([C:20]([OH:22])=O)[N:17]([CH3:23])[N:16]=3)=[C:11]([CH3:24])[O:10][N:9]=2)=[N:6][CH:7]=1.[CH:25]1([NH2:28])[CH2:27][CH2:26]1, predict the reaction product. The product is: [CH:25]1([NH:28][C:20]([C:18]2[N:17]([CH3:23])[N:16]=[C:15]([NH:14][CH2:13][C:12]3[C:8]([C:5]4[CH:4]=[CH:3][C:2]([F:1])=[CH:7][N:6]=4)=[N:9][O:10][C:11]=3[CH3:24])[CH:19]=2)=[O:22])[CH2:27][CH2:26]1. (7) Given the reactants [CH2:1]([O:8][C:9]([N:11]1[CH2:16][CH2:15][CH:14]([NH2:17])[CH2:13][CH2:12]1)=[O:10])[C:2]1[CH:7]=[CH:6][CH:5]=[CH:4][CH:3]=1.N1C=CC=CC=1.[Cl:24][CH2:25][CH2:26][CH2:27][CH2:28][C:29](Cl)=[O:30], predict the reaction product. The product is: [CH2:1]([O:8][C:9]([N:11]1[CH2:16][CH2:15][CH:14]([NH:17][C:29](=[O:30])[CH2:28][CH2:27][CH2:26][CH2:25][Cl:24])[CH2:13][CH2:12]1)=[O:10])[C:2]1[CH:7]=[CH:6][CH:5]=[CH:4][CH:3]=1. (8) Given the reactants [Cl:1][C:2]1[C:11]([Cl:12])=[C:10]2[C:5]([C:6](=O)[NH:7][CH:8]=[N:9]2)=[CH:4][CH:3]=1.P(Cl)(Cl)([Cl:16])=O, predict the reaction product. The product is: [Cl:16][C:6]1[C:5]2[C:10](=[C:11]([Cl:12])[C:2]([Cl:1])=[CH:3][CH:4]=2)[N:9]=[CH:8][N:7]=1. (9) Given the reactants [CH:1]1([CH2:4][CH2:5][N:6]2[C:11](=[O:12])[C:10]([C:13]([NH:15][CH2:16][C:17]([O:19]CC)=[O:18])=[O:14])=[C:9]([OH:22])[C:8]([C:23]([O:25]C)=O)=[C:7]2[OH:27])[CH2:3][CH2:2]1.[NH2:28][C:29]1[CH:30]=[N:31][CH:32]=[CH:33][CH:34]=1, predict the reaction product. The product is: [CH:1]1([CH2:4][CH2:5][N:6]2[C:7]([OH:27])=[C:8]([C:23]([NH:28][C:29]3[CH:30]=[N:31][CH:32]=[CH:33][CH:34]=3)=[O:25])[C:9]([OH:22])=[C:10]([C:13]([NH:15][CH2:16][C:17]([OH:19])=[O:18])=[O:14])[C:11]2=[O:12])[CH2:2][CH2:3]1. (10) Given the reactants C([O:3][C:4]([C:6]1[NH:10][C:9]2[CH:11]=[C:12]([CH:14]=[O:15])[S:13][C:8]=2[CH:7]=1)=[O:5])C.[O-]S([O-])(=O)=O.[Mg+2], predict the reaction product. The product is: [CH:14]([C:12]1[S:13][C:8]2[CH:7]=[C:6]([C:4]([OH:5])=[O:3])[NH:10][C:9]=2[CH:11]=1)=[O:15].